Task: Binary Classification. Given a drug SMILES string, predict its activity (active/inactive) in a high-throughput screening assay against a specified biological target.. Dataset: Choline transporter screen with 302,306 compounds (1) The molecule is Fc1ccc(CC(=O)c2cc(CC)c(O)cc2O)cc1. The result is 1 (active). (2) The molecule is Clc1c(OC)cc(S(=O)(=O)NCC)c(OC)c1. The result is 0 (inactive). (3) The drug is S(=O)(=O)(NCC1OCCC1)c1ccc(NC(=O)C(Oc2ccccc2)CC)cc1. The result is 1 (active). (4) The molecule is S(=O)(=O)(Nc1ccc(C(=O)NCC(N2CCOCC2)(C)C)cc1)c1ccc(OCC)cc1. The result is 0 (inactive).